Dataset: NCI-60 drug combinations with 297,098 pairs across 59 cell lines. Task: Regression. Given two drug SMILES strings and cell line genomic features, predict the synergy score measuring deviation from expected non-interaction effect. (1) Drug 1: C1C(C(OC1N2C=NC3=C(N=C(N=C32)Cl)N)CO)O. Drug 2: COC1=C2C(=CC3=C1OC=C3)C=CC(=O)O2. Cell line: UACC-257. Synergy scores: CSS=5.87, Synergy_ZIP=-6.62, Synergy_Bliss=-4.37, Synergy_Loewe=-17.1, Synergy_HSA=-3.90. (2) Drug 1: CC(C1=C(C=CC(=C1Cl)F)Cl)OC2=C(N=CC(=C2)C3=CN(N=C3)C4CCNCC4)N. Cell line: K-562. Synergy scores: CSS=42.2, Synergy_ZIP=8.84, Synergy_Bliss=11.0, Synergy_Loewe=-15.4, Synergy_HSA=9.90. Drug 2: CCN(CC)CCNC(=O)C1=C(NC(=C1C)C=C2C3=C(C=CC(=C3)F)NC2=O)C. (3) Drug 1: CC1=C2C(C(=O)C3(C(CC4C(C3C(C(C2(C)C)(CC1OC(=O)C(C(C5=CC=CC=C5)NC(=O)C6=CC=CC=C6)O)O)OC(=O)C7=CC=CC=C7)(CO4)OC(=O)C)O)C)OC(=O)C. Drug 2: B(C(CC(C)C)NC(=O)C(CC1=CC=CC=C1)NC(=O)C2=NC=CN=C2)(O)O. Cell line: HOP-62. Synergy scores: CSS=43.2, Synergy_ZIP=4.81, Synergy_Bliss=7.71, Synergy_Loewe=-2.48, Synergy_HSA=3.71. (4) Drug 1: CCCS(=O)(=O)NC1=C(C(=C(C=C1)F)C(=O)C2=CNC3=C2C=C(C=N3)C4=CC=C(C=C4)Cl)F. Drug 2: CCC1(CC2CC(C3=C(CCN(C2)C1)C4=CC=CC=C4N3)(C5=C(C=C6C(=C5)C78CCN9C7C(C=CC9)(C(C(C8N6C)(C(=O)OC)O)OC(=O)C)CC)OC)C(=O)OC)O.OS(=O)(=O)O. Cell line: MALME-3M. Synergy scores: CSS=60.5, Synergy_ZIP=2.52, Synergy_Bliss=1.26, Synergy_Loewe=4.01, Synergy_HSA=4.68. (5) Drug 1: C1=CC(=C2C(=C1NCCNCCO)C(=O)C3=C(C=CC(=C3C2=O)O)O)NCCNCCO. Drug 2: C1=CC(=CC=C1CCCC(=O)O)N(CCCl)CCCl. Cell line: RPMI-8226. Synergy scores: CSS=58.4, Synergy_ZIP=-3.27, Synergy_Bliss=-4.46, Synergy_Loewe=-2.12, Synergy_HSA=0.540.